From a dataset of Catalyst prediction with 721,799 reactions and 888 catalyst types from USPTO. Predict which catalyst facilitates the given reaction. (1) Reactant: [CH3:1][O:2][C:3]1[CH:4]=[C:5]2[C:10](=[CH:11][C:12]=1[O:13][CH3:14])[N:9]=[CH:8][CH:7]=[C:6]2[O:15][C:16]1[CH:22]=[CH:21][C:19]([NH2:20])=[C:18]([CH3:23])[C:17]=1[CH3:24].Cl[C:26](Cl)([O:28][C:29](=[O:35])OC(Cl)(Cl)Cl)Cl.[C:37]1(CO)[CH:42]=[CH:41][CH:40]=[CH:39][CH:38]=1.C(=O)(O)[O-].[Na+]. Product: [CH3:1][O:2][C:3]1[CH:4]=[C:5]2[C:10](=[CH:11][C:12]=1[O:13][CH3:14])[N:9]=[CH:8][CH:7]=[C:6]2[O:15][C:16]1[CH:22]=[CH:21][C:19]([NH:20][C:29](=[O:35])[O:28][CH2:26][C:37]2[CH:42]=[CH:41][CH:40]=[CH:39][CH:38]=2)=[C:18]([CH3:23])[C:17]=1[CH3:24]. The catalyst class is: 208. (2) The catalyst class is: 12. Reactant: C(O[C:6](=O)[N:7]([C@H:9]([C:11](=[O:47])[NH:12][C@@H:13]1[C:19](=[O:20])[N:18]([CH2:21][C:22]2[C:31]3[C:26](=[CH:27][CH:28]=[CH:29][CH:30]=3)[CH:25]=[CH:24][C:23]=2[CH3:32])[C:17]2[CH:33]=[CH:34][CH:35]=[CH:36][C:16]=2[N:15]([C:37](=[O:46])[C:38]2[CH:43]=[CH:42][C:41]([CH2:44][OH:45])=[CH:40][CH:39]=2)[CH2:14]1)[CH3:10])C)(C)(C)C.[ClH:49]. Product: [ClH:49].[OH:45][CH2:44][C:41]1[CH:42]=[CH:43][C:38]([C:37]([N:15]2[CH2:14][C@H:13]([NH:12][C:11](=[O:47])[C@@H:9]([NH:7][CH3:6])[CH3:10])[C:19](=[O:20])[N:18]([CH2:21][C:22]3[C:31]4[C:26](=[CH:27][CH:28]=[CH:29][CH:30]=4)[CH:25]=[CH:24][C:23]=3[CH3:32])[C:17]3[CH:33]=[CH:34][CH:35]=[CH:36][C:16]2=3)=[O:46])=[CH:39][CH:40]=1. (3) Reactant: [NH:1]1[C:9]2[C:4](=[CH:5][CH:6]=[CH:7][CH:8]=2)[C:3]([CH:10]=[CH:11][C:12]([NH:14][C:15]2[CH:16]=[C:17]([CH:21]=[CH:22][CH:23]=2)[C:18]([O-:20])=[O:19])=[O:13])=[CH:2]1.O[Li].O.Cl. Product: [NH:1]1[C:9]2[C:4](=[CH:5][CH:6]=[CH:7][CH:8]=2)[C:3]([CH:10]=[CH:11][C:12]([NH:14][C:15]2[CH:16]=[C:17]([CH:21]=[CH:22][CH:23]=2)[C:18]([OH:20])=[O:19])=[O:13])=[CH:2]1. The catalyst class is: 20. (4) Reactant: [OH:1][C@@H:2]([CH2:17][CH:18]([CH3:20])[CH3:19])[C:3]([NH:5][C@@H:6]([C:11]1[CH:16]=[CH:15][CH:14]=[CH:13][CH:12]=1)[C:7]([O:9]C)=[O:8])=[O:4].[OH-].[Li+].Cl. Product: [OH:1][C@@H:2]([CH2:17][CH:18]([CH3:20])[CH3:19])[C:3]([NH:5][C@@H:6]([C:11]1[CH:16]=[CH:15][CH:14]=[CH:13][CH:12]=1)[C:7]([OH:9])=[O:8])=[O:4]. The catalyst class is: 20. (5) Reactant: C[N:2]([CH:4]=[C:5]1[CH2:11][CH2:10][CH2:9][C:8]2[CH:12]=[C:13]([N:16]3[CH2:20][C@H:19]([CH2:21][O:22][C:23]4[CH:27]=[CH:26][O:25][N:24]=4)[O:18][C:17]3=[O:28])[CH:14]=[CH:15][C:7]=2[C:6]1=O)C.O.[NH2:31]N. Product: [O:25]1[CH:26]=[CH:27][C:23]([O:22][CH2:21][C@@H:19]2[O:18][C:17](=[O:28])[N:16]([C:13]3[CH:14]=[CH:15][C:7]4[C:6]5[NH:31][N:2]=[CH:4][C:5]=5[CH2:11][CH2:10][CH2:9][C:8]=4[CH:12]=3)[CH2:20]2)=[N:24]1. The catalyst class is: 8. (6) Reactant: [Cl:1][C:2]1[CH:3]=[CH:4][C:5]([O:9][CH2:10][C:11]2[O:15][C:14]([Si](C(C)C)(C(C)C)C(C)C)=[N:13][CH:12]=2)=[C:6]([NH2:8])[CH:7]=1.[N:26]1[N:30]2[CH:31]=[CH:32][CH:33]=[N:34][C:29]2=[C:28]([C:35](O)=[O:36])[CH:27]=1.CN(C(ON1N=NC2C=CC=CC1=2)=[N+](C)C)C.F[P-](F)(F)(F)(F)F.[OH-].[Na+]. Product: [Cl:1][C:2]1[CH:3]=[CH:4][C:5]([O:9][CH2:10][C:11]2[O:15][CH:14]=[N:13][CH:12]=2)=[C:6]([NH:8][C:35]([C:28]2[CH:27]=[N:26][N:30]3[CH:31]=[CH:32][CH:33]=[N:34][C:29]=23)=[O:36])[CH:7]=1. The catalyst class is: 5. (7) The catalyst class is: 1. Reactant: [Br:1][C:2]1[CH:3]=[C:4]([CH:14]=[CH:15][CH:16]=1)[O:5][CH2:6][CH2:7][CH2:8][C:9]([O:11]CC)=[O:10].O.Cl. Product: [Br:1][C:2]1[CH:3]=[C:4]([CH:14]=[CH:15][CH:16]=1)[O:5][CH2:6][CH2:7][CH2:8][C:9]([OH:11])=[O:10].